Predict the product of the given reaction. From a dataset of Forward reaction prediction with 1.9M reactions from USPTO patents (1976-2016). (1) Given the reactants C(OP([CH2:9][C:10]([O-:12])=[O:11])(OCC)=O)C.[H-].[Na+].O[CH:16]1[C:24]2[C:19](=[CH:20][CH:21]=[C:22]([C:25]([F:28])([F:27])[F:26])[CH:23]=2)[C:18](=[O:29])[N:17]1[CH2:30][C:31]([F:34])([F:33])[F:32].C(=O)([O-])O.[Na+].[CH2:40]([CH2:43]OC)OC, predict the reaction product. The product is: [O:29]=[C:18]1[C:19]2[C:24](=[CH:23][C:22]([C:25]([F:28])([F:27])[F:26])=[CH:21][CH:20]=2)[CH:16]([CH2:9][C:10]([O:12][CH2:40][CH3:43])=[O:11])[N:17]1[CH2:30][C:31]([F:34])([F:33])[F:32]. (2) Given the reactants O.[C:2]([O-:9])(=[O:8])[CH2:3][CH2:4][C:5]([O-:7])=[O:6].[NH4+].[NH4+].[C:12]1([CH3:22])[CH:17]=[CH:16]C(S(O)(=O)=O)=CC=1, predict the reaction product. The product is: [C:2]([O:9][CH2:22][CH2:12][CH2:17][CH3:16])(=[O:8])[CH2:3][CH2:4][C:5]([O:7][CH2:2][CH2:3][CH2:4][CH3:5])=[O:6]. (3) Given the reactants [CH3:1][O:2][CH2:3]Cl.O1CCCC1.[Br:10][C:11]1[N:16]=[CH:15][C:14]([OH:17])=[CH:13][CH:12]=1.[H-].[Na+], predict the reaction product. The product is: [Br:10][C:11]1[CH:12]=[CH:13][C:14]([O:17][CH2:1][O:2][CH3:3])=[CH:15][N:16]=1. (4) Given the reactants [C:1]([C:5]1[CH:10]=[CH:9][C:8]([NH2:11])=[C:7]([NH2:12])[CH:6]=1)([CH3:4])([CH3:3])[CH3:2].[C:13]([NH:20][C@H:21]([C:25](O)=O)[C@@H:22]([CH3:24])[OH:23])([O:15][C:16]([CH3:19])([CH3:18])[CH3:17])=[O:14].C(N(CC)CC)C.C(P1(=O)OP(CCC)(=O)OP(CCC)(=O)O1)CC, predict the reaction product. The product is: [C:1]([C:5]1[CH:10]=[CH:9][C:8]2[NH:11][C:25]([C@@H:21]([NH:20][C:13](=[O:14])[O:15][C:16]([CH3:17])([CH3:19])[CH3:18])[C@H:22]([OH:23])[CH3:24])=[N:12][C:7]=2[CH:6]=1)([CH3:4])([CH3:2])[CH3:3]. (5) Given the reactants Cl[C:2]1[C:21]([C:22]2[CH:23]=[N:24][CH:25]=[N:26][CH:27]=2)=[CH:20][C:5]([C:6]([NH:8][C:9]2[CH:14]=[CH:13][C:12]([O:15][C:16]([F:19])([F:18])[F:17])=[CH:11][CH:10]=2)=[O:7])=[CH:4][N:3]=1.CCN(C(C)C)C(C)C.[CH3:37][N:38]([CH3:45])[C@H:39]1[CH2:43][NH:42][CH2:41][C@@H:40]1[OH:44].C([O-])([O-])=O.[Na+].[Na+], predict the reaction product. The product is: [CH3:37][N:38]([CH3:45])[C@@H:39]1[C@@H:40]([OH:44])[CH2:41][N:42]([C:2]2[C:21]([C:22]3[CH:27]=[N:26][CH:25]=[N:24][CH:23]=3)=[CH:20][C:5]([C:6]([NH:8][C:9]3[CH:14]=[CH:13][C:12]([O:15][C:16]([F:18])([F:19])[F:17])=[CH:11][CH:10]=3)=[O:7])=[CH:4][N:3]=2)[CH2:43]1. (6) Given the reactants [F:1][C:2]1[CH:3]=[CH:4][CH:5]=[C:6]2[C:10]=1[NH:9][CH:8]=[CH:7]2.[BH3-]C#N.[Na+].O, predict the reaction product. The product is: [F:1][C:2]1[CH:3]=[CH:4][CH:5]=[C:6]2[C:10]=1[NH:9][CH2:8][CH2:7]2. (7) Given the reactants F[C:2]1[CH:3]=[CH:4][C:5]([N+:14]([O-:16])=[O:15])=[C:6]([N:8]2[CH2:13][CH2:12][CH2:11][CH2:10][CH2:9]2)[CH:7]=1.[NH:17]1[CH:21]=[CH:20][CH:19]=[N:18]1.[OH-].[Na+], predict the reaction product. The product is: [N+:14]([C:5]1[CH:4]=[CH:3][C:2]([N:17]2[CH:21]=[CH:20][CH:19]=[N:18]2)=[CH:7][C:6]=1[N:8]1[CH2:13][CH2:12][CH2:11][CH2:10][CH2:9]1)([O-:16])=[O:15]. (8) Given the reactants CS[C:3]1[NH:4][C:5](=[O:26])[C:6]2[CH:11]=[C:10]([C:12]3[CH:17]=[CH:16][N:15]=[C:14](/[CH:18]=[CH:19]/[C:20]4[CH:25]=[CH:24][CH:23]=[CH:22][CH:21]=4)[CH:13]=3)[NH:9][C:7]=2[N:8]=1.[NH2:27][CH:28]([CH2:31][OH:32])[CH2:29][OH:30], predict the reaction product. The product is: [OH:30][CH2:29][CH:28]([NH:27][C:3]1[NH:4][C:5](=[O:26])[C:6]2[CH:11]=[C:10]([C:12]3[CH:17]=[CH:16][N:15]=[C:14](/[CH:18]=[CH:19]/[C:20]4[CH:25]=[CH:24][CH:23]=[CH:22][CH:21]=4)[CH:13]=3)[NH:9][C:7]=2[N:8]=1)[CH2:31][OH:32]. (9) Given the reactants [CH3:1][O:2][CH:3]([O:26][CH3:27])[CH2:4][O:5][C:6]1[C:7]([CH3:25])=[C:8]([CH:18]=[CH:19][C:20]=1[S:21]([CH3:24])(=[O:23])=[O:22])[C:9]([O:11]CC(OC)OC)=[O:10].[OH-].[Na+].Cl, predict the reaction product. The product is: [CH3:27][O:26][CH:3]([O:2][CH3:1])[CH2:4][O:5][C:6]1[C:7]([CH3:25])=[C:8]([CH:18]=[CH:19][C:20]=1[S:21]([CH3:24])(=[O:23])=[O:22])[C:9]([OH:11])=[O:10].